This data is from Catalyst prediction with 721,799 reactions and 888 catalyst types from USPTO. The task is: Predict which catalyst facilitates the given reaction. (1) Reactant: [Si]([O:8][CH2:9][C@@H:10]([NH:19][C:20]([N:22]1[CH2:31][CH2:30][C:29]2[CH:28]=[N:27][C:26]([NH:32][CH:33]3[CH2:38][CH2:37][O:36][CH2:35][CH2:34]3)=[N:25][C:24]=2[CH2:23]1)=[O:21])[C:11]1[CH:16]=[CH:15][C:14]([F:17])=[C:13]([Cl:18])[CH:12]=1)(C(C)(C)C)(C)C.C1COCC1.CCCC[N+](CCCC)(CCCC)CCCC.[F-]. Product: [Cl:18][C:13]1[CH:12]=[C:11]([C@H:10]([NH:19][C:20]([N:22]2[CH2:31][CH2:30][C:29]3[CH:28]=[N:27][C:26]([NH:32][CH:33]4[CH2:38][CH2:37][O:36][CH2:35][CH2:34]4)=[N:25][C:24]=3[CH2:23]2)=[O:21])[CH2:9][OH:8])[CH:16]=[CH:15][C:14]=1[F:17]. The catalyst class is: 6. (2) Reactant: Cl.[NH2:2][CH2:3][C:4]1[CH:9]=[CH:8][C:7]([NH:10][S:11]([CH3:14])(=[O:13])=[O:12])=[C:6]([F:15])[CH:5]=1.[C:16]([C:20]1[CH:25]=[CH:24][C:23]([C:26]([CH3:31])=[CH:27][C:28](O)=[O:29])=[CH:22][CH:21]=1)([CH3:19])([CH3:18])[CH3:17].C[N+]1(C2N=C(OC)N=C(OC)N=2)CCOCC1.[Cl-].O1CCCC1. Product: [F:15][C:6]1[CH:5]=[C:4]([CH:9]=[CH:8][C:7]=1[NH:10][S:11]([CH3:14])(=[O:13])=[O:12])[CH2:3][NH:2][C:28](=[O:29])[CH:27]=[C:26]([C:23]1[CH:22]=[CH:21][C:20]([C:16]([CH3:19])([CH3:18])[CH3:17])=[CH:25][CH:24]=1)[CH3:31]. The catalyst class is: 66. (3) Reactant: [Cl:1][C:2]1[CH:10]=[C:9]2[C:5]([C:6](I)=[N:7][NH:8]2)=[C:4]([F:12])[CH:3]=1.[H-].[Na+].C([Mg]Cl)(C)C.[CH2:20]([Sn:24](Cl)([CH2:29][CH2:30][CH2:31][CH3:32])[CH2:25][CH2:26][CH2:27][CH3:28])[CH2:21][CH2:22][CH3:23].[Cl-].[NH4+]. Product: [Cl:1][C:2]1[CH:10]=[C:9]2[C:5]([C:6]([Sn:24]([CH2:25][CH2:26][CH2:27][CH3:28])([CH2:29][CH2:30][CH2:31][CH3:32])[CH2:20][CH2:21][CH2:22][CH3:23])=[N:7][NH:8]2)=[C:4]([F:12])[CH:3]=1. The catalyst class is: 56. (4) Reactant: [S:1]([NH:11][C:12]1[N:17]2[C:18]3[N:24]=[CH:23][CH:22]=[CH:21][C:19]=3[CH:20]=[C:16]2[C:15]([O:25]C2CCCCO2)=[CH:14][N:13]=1)([C:4]1[CH:10]=[CH:9][C:7]([CH3:8])=[CH:6][CH:5]=1)(=[O:3])=[O:2].Cl. Product: [S:1]([NH:11][C:12]1[N:17]2[C:18]3[N:24]=[CH:23][CH:22]=[CH:21][C:19]=3[CH:20]=[C:16]2[C:15]([OH:25])=[CH:14][N:13]=1)([C:4]1[CH:5]=[CH:6][C:7]([CH3:8])=[CH:9][CH:10]=1)(=[O:2])=[O:3]. The catalyst class is: 2. (5) Reactant: [F:1][C:2]1[CH:8]=[CH:7][C:5]([NH2:6])=[CH:4][CH:3]=1.F[B-](F)(F)F.[Cl:14][C:15]1[CH:16]=[C:17]([N+]#N)[CH:18]=[CH:19][C:20]=1[Cl:21].O. Product: [Cl:14][C:15]1[CH:16]=[C:17]([C:7]2[C:5]([NH2:6])=[CH:4][CH:3]=[C:2]([F:1])[CH:8]=2)[CH:18]=[CH:19][C:20]=1[Cl:21]. The catalyst class is: 10. (6) Reactant: C(OC(=O)[NH:7][C:8]1[S:12][C:11]2[CH:13]=[CH:14][CH:15]=[CH:16][C:10]=2[C:9]=1[C:17]1[O:21][N:20]=[C:19]([CH:22]2[CH2:24][CH2:23]2)[N:18]=1)(C)(C)C.C(O)(C(F)(F)F)=O. Product: [CH:22]1([C:19]2[N:18]=[C:17]([C:9]3[C:10]4[CH:16]=[CH:15][CH:14]=[CH:13][C:11]=4[S:12][C:8]=3[NH2:7])[O:21][N:20]=2)[CH2:24][CH2:23]1. The catalyst class is: 2. (7) Reactant: [F:1][CH:2]([F:5])[CH2:3][NH2:4].C1N=CN([C:11](N2C=NC=C2)=[O:12])C=1.[CH2:18]([C@@H:20]1[CH2:24][NH:23][CH2:22][C@@H:21]1[C:25]1[N:29]2[C:30]3[CH:36]=[CH:35][N:34]([S:37]([C:40]4[CH:46]=[CH:45][C:43]([CH3:44])=[CH:42][CH:41]=4)(=[O:39])=[O:38])[C:31]=3[N:32]=[CH:33][C:28]2=[N:27][CH:26]=1)[CH3:19]. Product: [F:1][CH:2]([F:5])[CH2:3][NH:4][C:11]([N:23]1[CH2:22][C@H:21]([C:25]2[N:29]3[C:30]4[CH:36]=[CH:35][N:34]([S:37]([C:40]5[CH:41]=[CH:42][C:43]([CH3:44])=[CH:45][CH:46]=5)(=[O:38])=[O:39])[C:31]=4[N:32]=[CH:33][C:28]3=[N:27][CH:26]=2)[C@H:20]([CH2:18][CH3:19])[CH2:24]1)=[O:12]. The catalyst class is: 3.